Dataset: Catalyst prediction with 721,799 reactions and 888 catalyst types from USPTO. Task: Predict which catalyst facilitates the given reaction. (1) Reactant: Br[C:2]1[CH:3]=[C:4]2[CH:10]=[C:9]([C:11]3[CH:16]=[CH:15][N:14]=[CH:13][C:12]=3[CH3:17])[NH:8][C:5]2=[N:6][CH:7]=1.[B:18]1([B:18]2[O:22][C:21]([CH3:24])([CH3:23])[C:20]([CH3:26])([CH3:25])[O:19]2)[O:22][C:21]([CH3:24])([CH3:23])[C:20]([CH3:26])([CH3:25])[O:19]1.C([O-])(=O)C.[K+]. Product: [CH3:17][C:12]1[CH:13]=[N:14][CH:15]=[CH:16][C:11]=1[C:9]1[NH:8][C:5]2=[N:6][CH:7]=[C:2]([B:18]3[O:22][C:21]([CH3:24])([CH3:23])[C:20]([CH3:26])([CH3:25])[O:19]3)[CH:3]=[C:4]2[CH:10]=1. The catalyst class is: 12. (2) Reactant: Cl.Cl.[C:3]([C:5]1[CH:26]=[CH:25][C:8]([CH2:9][NH:10][S:11]([CH2:14][CH2:15][N:16]2[CH2:23][CH:22]3[O:24][CH:18]([CH2:19][NH:20][CH2:21]3)[CH2:17]2)(=[O:13])=[O:12])=[CH:7][CH:6]=1)#[N:4].Br[CH2:28][CH2:29][C:30]1[CH:35]=[CH:34][CH:33]=[C:32]([F:36])[CH:31]=1.C(=O)([O-])[O-].[K+].[K+].C(#N)C. Product: [C:3]([C:5]1[CH:6]=[CH:7][C:8]([CH2:9][NH:10][S:11]([CH2:14][CH2:15][N:16]2[CH2:23][CH:22]3[O:24][CH:18]([CH2:19][N:20]([CH2:28][CH2:29][C:30]4[CH:35]=[CH:34][CH:33]=[C:32]([F:36])[CH:31]=4)[CH2:21]3)[CH2:17]2)(=[O:13])=[O:12])=[CH:25][CH:26]=1)#[N:4]. The catalyst class is: 6. (3) The catalyst class is: 13. Reactant: CS(C)=O.[C:5]([NH:8][C:9]1[CH:14]=[C:13]([C:15]2[C:16]([C:27]3[CH:32]=[CH:31][C:30]([F:33])=[CH:29][CH:28]=3)=[N:17][N:18]([C:20]3[CH2:25][CH2:24][C:23](=[O:26])[NH:22][N:21]=3)[CH:19]=2)[CH:12]=[CH:11][N:10]=1)(=[O:7])[CH3:6].[ClH:34]. Product: [ClH:34].[C:5]([NH:8][C:9]1[CH:14]=[C:13]([C:15]2[C:16]([C:27]3[CH:28]=[CH:29][C:30]([F:33])=[CH:31][CH:32]=3)=[N:17][N:18]([C:20]3[CH2:25][CH2:24][C:23](=[O:26])[NH:22][N:21]=3)[CH:19]=2)[CH:12]=[CH:11][N:10]=1)(=[O:7])[CH3:6]. (4) The catalyst class is: 5. Reactant: [O:1]1[C:5]2[CH:6]=[CH:7][CH:8]=[CH:9][C:4]=2[CH:3]=[C:2]1[C:10]1[C:18]2[C:17]([O:19][CH:20]3[CH2:25][CH2:24][CH:23]([NH:26][CH3:27])[CH2:22][CH2:21]3)=[N:16][CH:15]=[N:14][C:13]=2[S:12][CH:11]=1.C=O.[BH3-][C:31]#N.[Na+]. Product: [O:1]1[C:5]2[CH:6]=[CH:7][CH:8]=[CH:9][C:4]=2[CH:3]=[C:2]1[C:10]1[C:18]2[C:17]([O:19][CH:20]3[CH2:21][CH2:22][CH:23]([N:26]([CH3:31])[CH3:27])[CH2:24][CH2:25]3)=[N:16][CH:15]=[N:14][C:13]=2[S:12][CH:11]=1.